From a dataset of Forward reaction prediction with 1.9M reactions from USPTO patents (1976-2016). Predict the product of the given reaction. (1) Given the reactants Cl[C:2]1[C:10]2[NH:9][C:8]3[CH2:11][CH2:12][N:13]([CH3:15])[CH2:14][C:7]=3[C:6]=2[CH:5]=[CH:4][CH:3]=1.CC(C)([O-])C.[Na+].[N:22]1[CH:27]=[CH:26][C:25]([CH2:28][NH2:29])=[CH:24][CH:23]=1, predict the reaction product. The product is: [CH3:15][N:13]1[CH2:12][CH2:11][C:8]2[NH:9][C:10]3[C:6]([C:7]=2[CH2:14]1)=[CH:5][CH:4]=[CH:3][C:2]=3[NH:29][CH2:28][C:25]1[CH:26]=[CH:27][N:22]=[CH:23][CH:24]=1. (2) Given the reactants P([O-])([O-])[O-].C(C1C=C(C)C(C)=[C:11]([C:17]2[C:18]([OH:29])=[C:19]([C:25](C)(C)[CH3:26])[CH:20]=[C:21](C)[C:22]=2[CH3:23])C=1O)(C)(C)C, predict the reaction product. The product is: [CH3:23][C:22]1[C:17]([CH3:11])=[C:18]([OH:29])[C:25]([C:19]2[C:18]([OH:29])=[C:17]([CH3:11])[C:22]([CH3:23])=[CH:21][CH:20]=2)=[CH:26][CH:21]=1. (3) The product is: [Br:1][C:18]1[C:10]([F:9])=[C:11]2[C:15](=[CH:16][CH:17]=1)[NH:14][C:13](=[O:19])[C:12]12[CH2:21][CH2:20]1. Given the reactants [Br:1]N1C(=O)CCC1=O.[F:9][C:10]1[CH:18]=[CH:17][CH:16]=[C:15]2[C:11]=1[C:12]1([CH2:21][CH2:20]1)[C:13](=[O:19])[NH:14]2.C(#N)C, predict the reaction product. (4) Given the reactants [CH2:1]([OH:6])[CH2:2][CH2:3][CH2:4][CH3:5].[CH2:7]([C:9]1[CH:14]=[CH:13][CH:12]=[CH:11][CH:10]=1)[CH3:8].C(OOC(C)(C)C)(C)(C)C, predict the reaction product. The product is: [C:9]1([CH:7]([CH3:8])[O:6][CH2:1][CH2:2][CH2:3][CH2:4][CH3:5])[CH:14]=[CH:13][CH:12]=[CH:11][CH:10]=1. (5) Given the reactants [CH3:1][C:2]1([CH3:22])[CH2:7][C:6]([CH3:9])([CH3:8])[CH2:5][CH:4]([C:10]2[CH:15]=[CH:14][CH:13]=[CH:12][C:11]=2[N:16]2[CH2:21][CH2:20][NH:19][CH2:18][CH2:17]2)[CH2:3]1.[CH2:23]([O:25][C:26]([CH:28]1[CH2:30][CH:29]1[CH:31]=O)=[O:27])[CH3:24].C(=O)CCC, predict the reaction product. The product is: [CH2:23]([O:25][C:26]([CH:28]1[CH2:30][CH:29]1[CH2:31][N:19]1[CH2:18][CH2:17][N:16]([C:11]2[CH:12]=[CH:13][CH:14]=[CH:15][C:10]=2[CH:4]2[CH2:3][C:2]([CH3:22])([CH3:1])[CH2:7][C:6]([CH3:8])([CH3:9])[CH2:5]2)[CH2:21][CH2:20]1)=[O:27])[CH3:24].